From a dataset of Peptide-MHC class I binding affinity with 185,985 pairs from IEDB/IMGT. Regression. Given a peptide amino acid sequence and an MHC pseudo amino acid sequence, predict their binding affinity value. This is MHC class I binding data. (1) The peptide sequence is LARNEEGRGI. The MHC is HLA-A02:02 with pseudo-sequence HLA-A02:02. The binding affinity (normalized) is 0.268. (2) The peptide sequence is AFIHIPGDT. The MHC is HLA-A02:01 with pseudo-sequence HLA-A02:01. The binding affinity (normalized) is 0.0648. (3) The peptide sequence is MVNGVVRLL. The MHC is HLA-A68:02 with pseudo-sequence HLA-A68:02. The binding affinity (normalized) is 0.700. (4) The peptide sequence is FLPDTRFAV. The MHC is HLA-A02:03 with pseudo-sequence HLA-A02:03. The binding affinity (normalized) is 0.804.